Dataset: Full USPTO retrosynthesis dataset with 1.9M reactions from patents (1976-2016). Task: Predict the reactants needed to synthesize the given product. (1) The reactants are: [S:1]1[C:5](=[O:6])[CH2:4][NH:3][C:2]1=[O:7].[CH3:8][C:9]([CH3:15])=[CH:10][CH2:11][N:12]=[C:13]=[O:14].CC(C)=CCN.ClC(Cl)(OC(=O)OC(Cl)(Cl)Cl)Cl. Given the product [CH3:8][C:9]([CH3:15])=[CH:10][CH2:11][NH:12][C:13]([N:3]1[CH2:4][C:5](=[O:6])[S:1][C:2]1=[O:7])=[O:14], predict the reactants needed to synthesize it. (2) Given the product [CH:1]1([C:7]2[CH:8]=[CH:9][C:10]([NH:13][C:26](=[O:27])[C@H:25]([NH:29][C:48]([NH:47][C:50]3[CH:55]=[CH:54][C:53]([C:56]4[CH:57]=[CH:58][CH:59]=[CH:60][CH:61]=4)=[CH:52][CH:51]=3)=[O:49])[CH2:24][CH2:23][CH2:22][NH2:21])=[CH:11][CH:12]=2)[CH2:2][CH2:3][CH2:4][CH2:5][CH2:6]1, predict the reactants needed to synthesize it. The reactants are: [CH:1]1([C:7]2[CH:12]=[CH:11][C:10]([NH2:13])=[CH:9][CH:8]=2)[CH2:6][CH2:5][CH2:4][CH2:3][CH2:2]1.C(OC([NH:21][CH2:22][CH2:23][CH2:24][C@@H:25]([NH:29]C(OCC1C2C=CC=CC=2C2C1=CC=CC=2)=O)[C:26](O)=[O:27])=O)(C)(C)C.[N:47]([C:50]1[CH:55]=[CH:54][C:53]([C:56]2[CH:61]=[CH:60][CH:59]=[CH:58][CH:57]=2)=[CH:52][CH:51]=1)=[C:48]=[O:49]. (3) The reactants are: [Cl:1][C:2]1[N:3]=[C:4]([C:18]([C:20]2[S:21][CH:22]=[CH:23][CH:24]=2)=[O:19])[C:5]2[CH:10]=[CH:9][N:8](COC[Si](C)(C)C)[C:6]=2[N:7]=1.CCCC[N+](CCCC)(CCCC)CCCC.[F-]. Given the product [Cl:1][C:2]1[N:3]=[C:4]([C:18]([C:20]2[S:21][CH:22]=[CH:23][CH:24]=2)=[O:19])[C:5]2[CH:10]=[CH:9][NH:8][C:6]=2[N:7]=1, predict the reactants needed to synthesize it. (4) Given the product [F:18][C:17]1[C:12]2[N:13]([C:9]([C:4]3[CH:5]=[CH:6][C:7]([F:8])=[C:2]([C:27]4[CH:26]=[CH:25][C:24]([F:23])=[C:29]([F:30])[CH:28]=4)[CH:3]=3)=[CH:10][N:11]=2)[CH:14]=[CH:15][C:16]=1[C:19]([OH:22])([CH3:21])[CH3:20], predict the reactants needed to synthesize it. The reactants are: Cl[C:2]1[CH:3]=[C:4]([C:9]2[N:13]3[CH:14]=[CH:15][C:16]([C:19]([OH:22])([CH3:21])[CH3:20])=[C:17]([F:18])[C:12]3=[N:11][CH:10]=2)[CH:5]=[CH:6][C:7]=1[F:8].[F:23][C:24]1[CH:25]=[C:26](B(O)O)[CH:27]=[CH:28][C:29]=1[F:30]. (5) Given the product [N+:18]([C:19]1[CH:20]=[CH:21][C:22]([C:59]([NH2:57])=[O:60])=[C:23]2[C:24]=1[CH:36]=[C:44]([C:40]1[CH:53]=[N:50][CH:37]=[CH:38][CH:39]=1)[NH:43]2)([O-:17])=[O:34], predict the reactants needed to synthesize it. The reactants are: C1CN([P+]([O:17][N:18]2N=N[C:24]3[C:19]2=[CH:20][CH:21]=[CH:22][CH:23]=3)(N2CCCC2)N2CCCC2)CC1.F[P-](F)(F)(F)(F)F.[OH2:34].O[C:36]1[C:44]2[N:43]=NN[C:40]=2[CH:39]=[CH:38][CH:37]=1.[Cl-].[NH4+].C([N:50]([CH:53](C)C)CC)(C)C.C[N:57]([CH:59]=[O:60])C.